Dataset: Forward reaction prediction with 1.9M reactions from USPTO patents (1976-2016). Task: Predict the product of the given reaction. (1) Given the reactants [CH3:1][O:2][C:3](=[O:18])[C:4]([CH3:17])([CH3:16])[CH2:5][O:6][C:7]1[CH:12]=[CH:11][C:10]([Br:13])=[CH:9][C:8]=1[CH:14]=O.[CH3:19][Si:20]([N-][Si:20]([CH3:22])([CH3:21])[CH3:19])([CH3:22])[CH3:21].[Li+].C[Si](Cl)(C)C.[CH2:34]([N:36](CC)CC)[CH3:35].C(Cl)(=[O:43])C, predict the reaction product. The product is: [Br:13][C:10]1[CH:11]=[CH:12][C:7]([O:6][CH2:5][C:4]([C:3]([O:2][CH3:1])=[O:18])([CH3:17])[CH3:16])=[C:8]([CH:14]=[N:36][C:34]([O:43][Si:20]([CH3:22])([CH3:21])[CH3:19])=[CH2:35])[CH:9]=1. (2) Given the reactants [CH2:1]([NH:8][C:9]1[N:13]([CH2:14][C:15]([CH3:18])([OH:17])[CH3:16])[N:12]=[C:11](Br)[N:10]=1)[C:2]1[CH:7]=[CH:6][CH:5]=[CH:4][CH:3]=1.Cl.Cl.[CH3:22][O:23][C:24]1[CH:25]=[C:26]([CH:28]=[CH:29][C:30]=1[N:31]1[CH:35]=[C:34]([CH3:36])[N:33]=[CH:32]1)[NH2:27].C(=O)([O-])[O-].[Cs+].[Cs+].CC1(C)C2C(=C(P(C3C=CC=CC=3)C3C=CC=CC=3)C=CC=2)OC2C(P(C3C=CC=CC=3)C3C=CC=CC=3)=CC=CC1=2, predict the reaction product. The product is: [CH2:1]([NH:8][C:9]1[N:13]([CH2:14][C:15]([CH3:18])([OH:17])[CH3:16])[N:12]=[C:11]([NH:27][C:26]2[CH:28]=[CH:29][C:30]([N:31]3[CH:35]=[C:34]([CH3:36])[N:33]=[CH:32]3)=[C:24]([O:23][CH3:22])[CH:25]=2)[N:10]=1)[C:2]1[CH:7]=[CH:6][CH:5]=[CH:4][CH:3]=1. (3) Given the reactants [H-].[Na+].[CH2:3]([O:5][C:6]([CH2:8]P(=O)(OCC)OCC)=[O:7])[CH3:4].[Cl:17][C:18]1[CH:19]=[C:20]([CH:23]=[CH:24][CH:25]=1)[CH:21]=O, predict the reaction product. The product is: [CH2:3]([O:5][C:6](=[O:7])/[CH:8]=[CH:21]/[C:20]1[CH:23]=[CH:24][CH:25]=[C:18]([Cl:17])[CH:19]=1)[CH3:4]. (4) Given the reactants C([Li])(CC)C.[CH3:6][O:7][C:8]1[CH:16]=[CH:15][CH:14]=[CH:13][C:9]=1[C:10]([OH:12])=[O:11].[CH3:17][S:18]SC, predict the reaction product. The product is: [CH3:6][O:7][C:8]1[CH:16]=[CH:15][CH:14]=[C:13]([S:18][CH3:17])[C:9]=1[C:10]([OH:12])=[O:11].